This data is from Peptide-MHC class I binding affinity with 185,985 pairs from IEDB/IMGT. The task is: Regression. Given a peptide amino acid sequence and an MHC pseudo amino acid sequence, predict their binding affinity value. This is MHC class I binding data. The peptide sequence is RIGGVLIFR. The MHC is HLA-B08:01 with pseudo-sequence HLA-B08:01. The binding affinity (normalized) is 0.0847.